From a dataset of Peptide-MHC class I binding affinity with 185,985 pairs from IEDB/IMGT. Regression. Given a peptide amino acid sequence and an MHC pseudo amino acid sequence, predict their binding affinity value. This is MHC class I binding data. The peptide sequence is SVRDRLARL. The MHC is HLA-B44:03 with pseudo-sequence HLA-B44:03. The binding affinity (normalized) is 0.